This data is from Forward reaction prediction with 1.9M reactions from USPTO patents (1976-2016). The task is: Predict the product of the given reaction. (1) Given the reactants FC(F)(F)C(OC(=O)C(F)(F)F)=O.[NH2:14][C:15]1[N:16]=[C:17]([C:27]2[CH:32]=[C:31]([O:33][CH2:34][C:35]3[CH:40]=[CH:39][CH:38]=[CH:37][CH:36]=3)[C:30]([Cl:41])=[CH:29][C:28]=2[Cl:42])[C:18]2[CH:23]=[C:22]([C:24]([NH2:26])=O)[S:21][C:19]=2[N:20]=1.O, predict the reaction product. The product is: [NH2:14][C:15]1[N:16]=[C:17]([C:27]2[CH:32]=[C:31]([O:33][CH2:34][C:35]3[CH:40]=[CH:39][CH:38]=[CH:37][CH:36]=3)[C:30]([Cl:41])=[CH:29][C:28]=2[Cl:42])[C:18]2[CH:23]=[C:22]([C:24]#[N:26])[S:21][C:19]=2[N:20]=1. (2) Given the reactants C[O:2][C:3](=O)[C:4]1[CH:9]=[CH:8][C:7]([CH2:10][O:11][CH2:12][CH2:13][O:14][Si:15]([C:18]([CH3:21])([CH3:20])[CH3:19])([CH3:17])[CH3:16])=[CH:6][CH:5]=1.[2H-].[Al+3].[Li+].[2H-].[2H-].[2H-], predict the reaction product. The product is: [Si:15]([O:14][CH2:13][CH2:12][O:11][CH2:10][C:7]1[CH:8]=[CH:9][C:4]([CH2:3][OH:2])=[CH:5][CH:6]=1)([C:18]([CH3:21])([CH3:20])[CH3:19])([CH3:17])[CH3:16].